This data is from Full USPTO retrosynthesis dataset with 1.9M reactions from patents (1976-2016). The task is: Predict the reactants needed to synthesize the given product. (1) Given the product [CH3:36][C:29]1([CH3:37])[C@H:28]([C:8]2[N:7]([CH2:6][C:5]3[CH:38]=[CH:39][C:2]([C:43]4[N:42]=[CH:41][S:40][CH:44]=4)=[CH:3][CH:4]=3)[C:11]3[CH:12]=[CH:13][C:14]([O:16][CH2:17][C:18]4[CH:27]=[CH:26][C:25]5[C:20](=[CH:21][CH:22]=[CH:23][CH:24]=5)[N:19]=4)=[CH:15][C:10]=3[N:9]=2)[C@@H:30]1[C:31]([OH:33])=[O:32], predict the reactants needed to synthesize it. The reactants are: Br[C:2]1[CH:39]=[CH:38][C:5]([CH2:6][N:7]2[C:11]3[CH:12]=[CH:13][C:14]([O:16][CH2:17][C:18]4[CH:27]=[CH:26][C:25]5[C:20](=[CH:21][CH:22]=[CH:23][CH:24]=5)[N:19]=4)=[CH:15][C:10]=3[N:9]=[C:8]2[C@@H:28]2[C@H:30]([C:31]([O:33]CC)=[O:32])[C:29]2([CH3:37])[CH3:36])=[CH:4][CH:3]=1.[S:40]1[CH:44]=[C:43](B2OC(C)(C)C(C)(C)O2)[N:42]=[CH:41]1. (2) Given the product [NH:30]1[C:31]2[C:36](=[CH:35][CH:34]=[CH:33][CH:32]=2)[C:28]([CH2:27][CH2:26][N:25]2[CH:7]([C:2]3[CH:3]=[CH:4][CH:5]=[CH:6][N:1]=3)[C:16]([C:17](=[O:24])[C:18]3[CH:23]=[CH:22][CH:21]=[N:20][CH:19]=3)=[C:10]([OH:9])[C:11]2=[O:13])=[CH:29]1, predict the reactants needed to synthesize it. The reactants are: [N:1]1[CH:6]=[CH:5][CH:4]=[CH:3][C:2]=1[CH:7]=O.[OH:9]/[C:10](=[CH:16]\[C:17](=[O:24])[C:18]1[CH:19]=[N:20][CH:21]=[CH:22][CH:23]=1)/[C:11]([O:13]CC)=O.[NH2:25][CH2:26][CH2:27][C:28]1[C:36]2[C:31](=[CH:32][CH:33]=[CH:34][CH:35]=2)[NH:30][CH:29]=1. (3) Given the product [CH2:1]1[C:7]2[NH:8][C:9]3[C:14]([C:6]=2[CH2:5][C@@H:4]([C:15]([OH:17])=[O:16])[NH:3]1)=[CH:13][CH:12]=[CH:11][CH:10]=3, predict the reactants needed to synthesize it. The reactants are: [CH2:1]=O.[NH2:3][C@H:4]([C:15]([OH:17])=[O:16])[CH2:5][C:6]1[C:14]2[C:9](=[CH:10][CH:11]=[CH:12][CH:13]=2)[NH:8][CH:7]=1.[OH-].[Na+].Cl. (4) Given the product [Br:27][C:28]1[CH:29]=[CH:30][C:31]([Cl:45])=[C:32]([C:34]2[C:43]3[C:38](=[CH:39][CH:40]=[CH:41][CH:42]=3)[CH:37]=[C:36]([CH2:44][Br:1])[N:35]=2)[CH:33]=1, predict the reactants needed to synthesize it. The reactants are: [Br:1]N1C(=O)CCC1=O.C(OOC(=O)C1C=CC=CC=1)(=O)C1C=CC=CC=1.[Br:27][C:28]1[CH:29]=[CH:30][C:31]([Cl:45])=[C:32]([C:34]2[C:43]3[C:38](=[CH:39][CH:40]=[CH:41][CH:42]=3)[CH:37]=[C:36]([CH3:44])[N:35]=2)[CH:33]=1. (5) Given the product [OH:24][C:7]1([CH3:23])[C:8]2[C:13](=[CH:12][CH:11]=[C:10]([O:21][CH3:22])[CH:9]=2)[C:14]([C:15]2[CH:20]=[CH:19][CH:18]=[CH:17][CH:16]=2)=[C:6]1[C:4]([OH:5])=[O:3], predict the reactants needed to synthesize it. The reactants are: C([O:3][C:4]([C:6]1[C:7]([OH:24])([CH3:23])[C:8]2[C:13]([C:14]=1[C:15]1[CH:20]=[CH:19][CH:18]=[CH:17][CH:16]=1)=[CH:12][CH:11]=[C:10]([O:21][CH3:22])[CH:9]=2)=[O:5])C.[OH-].[Na+]. (6) Given the product [C:19]([O:23][C:24]([N:13]1[C:14]2[C:9](=[CH:8][C:7]([CH2:6][OH:5])=[CH:16][CH:15]=2)[CH2:10][CH2:11][CH2:12]1)=[O:25])([CH3:22])([CH3:21])[CH3:20], predict the reactants needed to synthesize it. The reactants are: CS([O:5][CH2:6][C:7]1[CH:8]=[C:9]2[C:14](=[CH:15][CH:16]=1)[N:13]=[CH:12][CH:11]=[CH:10]2)(=O)=O.[OH-].[Na+].[C:19]([O:23][C:24](O[C:24]([O:23][C:19]([CH3:22])([CH3:21])[CH3:20])=[O:25])=[O:25])([CH3:22])([CH3:21])[CH3:20]. (7) The reactants are: [CH3:1][O:2][C:3](=[O:45])[NH:4][C@H:5]([C:10]([NH:12][N:13]([CH2:37][C:38]1[CH:43]=[CH:42][C:41](Br)=[CH:40][CH:39]=1)[CH2:14][C@:15]([OH:36])([C:23](=[O:35])[NH:24][C@H:25]1[C:33]2[C:28](=[CH:29][CH:30]=[CH:31][CH:32]=2)[CH2:27][C@H:26]1[OH:34])[CH2:16][C:17]1[CH:22]=[CH:21][CH:20]=[CH:19][CH:18]=1)=[O:11])[C:6]([CH3:9])([CH3:8])[CH3:7].[C:46]1(B(O)O)[CH:51]=[CH:50][CH:49]=[CH:48][CH:47]=1.C([O-])([O-])=O.[Na+].[Na+].CCO. Given the product [CH3:1][O:2][C:3](=[O:45])[NH:4][C@H:5]([C:10]([NH:12][N:13]([CH2:37][C:38]1[CH:43]=[CH:42][C:41]([C:46]2[CH:51]=[CH:50][CH:49]=[CH:48][CH:47]=2)=[CH:40][CH:39]=1)[CH2:14][C@:15]([OH:36])([C:23](=[O:35])[NH:24][C@H:25]1[C:33]2[C:28](=[CH:29][CH:30]=[CH:31][CH:32]=2)[CH2:27][C@H:26]1[OH:34])[CH2:16][C:17]1[CH:22]=[CH:21][CH:20]=[CH:19][CH:18]=1)=[O:11])[C:6]([CH3:9])([CH3:8])[CH3:7], predict the reactants needed to synthesize it.